This data is from Full USPTO retrosynthesis dataset with 1.9M reactions from patents (1976-2016). The task is: Predict the reactants needed to synthesize the given product. Given the product [F:8][C:9]1[C:10]([C:43]([OH:45])=[O:44])=[CH:11][C:12]2[CH2:13][CH2:14][CH2:15][C:16]([OH:42])([C:19]3[S:20][C:21]([C:24]4[CH:29]=[C:28]([CH3:30])[CH:27]=[C:26]([NH:31][C:32]5[CH:37]=[C:36]([C:38]([F:41])([F:39])[F:40])[CH:35]=[CH:34][N:33]=5)[N:25]=4)=[CH:22][N:23]=3)[C:17]=2[CH:18]=1, predict the reactants needed to synthesize it. The reactants are: FC(F)(F)C(O)=O.[F:8][C:9]1[C:10]([C:43]([O:45]C)=[O:44])=[CH:11][C:12]2[CH2:13][CH2:14][CH2:15][C:16]([OH:42])([C:19]3[S:20][C:21]([C:24]4[CH:29]=[C:28]([CH3:30])[CH:27]=[C:26]([NH:31][C:32]5[CH:37]=[C:36]([C:38]([F:41])([F:40])[F:39])[CH:35]=[CH:34][N:33]=5)[N:25]=4)=[CH:22][N:23]=3)[C:17]=2[CH:18]=1.[OH-].[K+].Cl.